Dataset: Full USPTO retrosynthesis dataset with 1.9M reactions from patents (1976-2016). Task: Predict the reactants needed to synthesize the given product. (1) Given the product [Cl:25][C:22]1[CH:23]=[CH:24][C:19]([C:4]2[N:3]=[C:2]([N:59]3[CH2:54][CH2:55][N:52]([CH3:53])[CH2:61][CH2:60]3)[N:7]3[C:8](=[O:11])[N:9]([CH2:33][C:32]4[CH:35]=[CH:36][C:29]([C:28]([F:38])([F:37])[F:27])=[CH:30][CH:31]=4)[N:10]=[C:6]3[C:5]=2[C:12]2[CH:13]=[CH:14][C:15]([Cl:18])=[CH:16][CH:17]=2)=[CH:20][CH:21]=1, predict the reactants needed to synthesize it. The reactants are: Cl[C:2]1[N:7]2[C:8](=[O:11])[NH:9][N:10]=[C:6]2[C:5]([C:12]2[CH:17]=[CH:16][C:15]([Cl:18])=[CH:14][CH:13]=2)=[C:4]([C:19]2[CH:24]=[CH:23][C:22]([Cl:25])=[CH:21][CH:20]=2)[N:3]=1.[Cl-].[F:27][C:28]([F:38])([F:37])[C:29]1[CH:36]=[CH:35][C:32]([CH2:33]Br)=[CH:31][CH:30]=1.ClC1C=CC(C2N=C([N:52]3[CH2:55][C:54]([NH:59][CH2:60][CH3:61])(C(N)=O)[CH2:53]3)N3C(=O)N(CC)N=C3C=2C2C=CC(Cl)=CC=2)=CC=1. (2) Given the product [CH2:1]([O:8][C:9]1[C:10]2[CH:21]=[C:20]([C:22]([F:25])([F:23])[F:24])[CH:19]=[CH:18][C:11]=2[S:12][C:13]=1[C:14]([OH:16])=[O:15])[C:2]1[CH:7]=[CH:6][CH:5]=[CH:4][CH:3]=1, predict the reactants needed to synthesize it. The reactants are: [CH2:1]([O:8][C:9]1[C:10]2[CH:21]=[C:20]([C:22]([F:25])([F:24])[F:23])[CH:19]=[CH:18][C:11]=2[S:12][C:13]=1[C:14]([O:16]C)=[O:15])[C:2]1[CH:7]=[CH:6][CH:5]=[CH:4][CH:3]=1.O.[OH-].[Li+].O. (3) Given the product [I:20][C:17]1[CH:18]=[CH:19][C:14]([O:13][CH2:12][C:11]2([CH3:22])[O:21][C:2]3=[N:6][C:5]([N+:7]([O-:9])=[O:8])=[CH:4][N:3]3[CH2:10]2)=[CH:15][CH:16]=1, predict the reactants needed to synthesize it. The reactants are: Br[C:2]1[N:3]([CH2:10][C:11]([CH3:22])([OH:21])[CH2:12][O:13][C:14]2[CH:19]=[CH:18][C:17]([I:20])=[CH:16][CH:15]=2)[CH:4]=[C:5]([N+:7]([O-:9])=[O:8])[N:6]=1.[H-].[Na+].